From a dataset of Forward reaction prediction with 1.9M reactions from USPTO patents (1976-2016). Predict the product of the given reaction. (1) Given the reactants [Cl:1][C:2]1[CH:10]=[CH:9][CH:8]=[C:7]2[C:3]=1[CH:4]=[CH:5][NH:6]2.[F:11][C:12]1[CH:19]=[C:18]([F:20])[CH:17]=[CH:16][C:13]=1[CH:14]=O, predict the reaction product. The product is: [Cl:1][C:2]1[CH:10]=[CH:9][CH:8]=[C:7]2[C:3]=1[C:4]([CH:14]([C:4]1[C:3]3[C:7](=[CH:8][CH:9]=[CH:10][C:2]=3[Cl:1])[NH:6][CH:5]=1)[C:13]1[CH:16]=[CH:17][C:18]([F:20])=[CH:19][C:12]=1[F:11])=[CH:5][NH:6]2. (2) Given the reactants [Cl:1][C:2]1[N:7]=[C:6]([NH:8][CH3:9])[C:5]([CH3:10])=[CH:4][N:3]=1.[NH2:11][C@@H:12]1[CH2:17][CH2:16][C@H:15]([NH:18][C:19](=[O:34])[C:20]2[CH:25]=[C:24]([C:26]([F:29])([F:28])[F:27])[CH:23]=[C:22]([C:30]([F:33])([F:32])[F:31])[CH:21]=2)[CH2:14][CH2:13]1.CCN(C(C)C)C(C)C.Cl.C(OCC)C, predict the reaction product. The product is: [ClH:1].[CH3:10][C:5]1[C:6]([NH:8][CH3:9])=[N:7][C:2]([NH:11][C@@H:12]2[CH2:13][CH2:14][C@H:15]([NH:18][C:19](=[O:34])[C:20]3[CH:25]=[C:24]([C:26]([F:28])([F:29])[F:27])[CH:23]=[C:22]([C:30]([F:31])([F:32])[F:33])[CH:21]=3)[CH2:16][CH2:17]2)=[N:3][CH:4]=1. (3) Given the reactants Cl.[NH:2]([C:4]1[CH:5]=[N:6][CH:7]=[N:8][CH:9]=1)[NH2:3].C([O-])([O-])=O.[Cs+].[Cs+].CN([CH:19]=[C:20]([C:26](=O)[CH2:27][CH3:28])[C:21]([O:23][CH2:24][CH3:25])=[O:22])C, predict the reaction product. The product is: [CH2:27]([C:26]1[N:2]([C:4]2[CH:5]=[N:6][CH:7]=[N:8][CH:9]=2)[N:3]=[CH:19][C:20]=1[C:21]([O:23][CH2:24][CH3:25])=[O:22])[CH3:28].